This data is from Experimentally validated miRNA-target interactions with 360,000+ pairs, plus equal number of negative samples. The task is: Binary Classification. Given a miRNA mature sequence and a target amino acid sequence, predict their likelihood of interaction. (1) The miRNA is hsa-miR-6782-5p with sequence UAGGGGUGGGGGAAUUCAGGGGUGU. The protein sequence of the target gene is MEAPAPSLTEEDLTEVKKDALENLRVYLCEKIIAERHFDHLRAKKILSREDTEEISCRTSSRKRAGKLLDYLQENPRGLDTLVESIRREKTQSFLIQKITDEVLKLRNIKLEHLKGLKCSSCEPFAAGATNNLSRCNSDESNLSEKQRASTVMYHPEGESSTAPFFSMASSLNLPVLEVGRTENSSFSSATLPRPGDPGAPPLPPDLRLEEGGSCGNSSEMFLPLRSRALSRQ. Result: 0 (no interaction). (2) The miRNA is mmu-miR-7681-5p with sequence AUCCUGUCCUUGCCCUCUCU. Result: 0 (no interaction). The protein sequence of the target gene is MSSYFVNSLFTKYKSGDTLRPNYYECGFAQDLGTRPTVVYGPGTGATFQHAPQIQEFYHHGASTLSAAPYQQSPCAVTCHGEPGNFYGYDALQRQTLFGAQDADLVQYSDCKLATGGIGDETDNTEQSPSPTQLFPWMRPQAAGRRRGRQTYSRYQTLELEKEFLFNPYLTRKRRIEVSHALGLTERQVKIWFQNRRMKWKKENNKDKFPSSKSEQEQIEKEKREKEQASGTQSAGEDCDKAKQM. (3) The miRNA is mmu-miR-3089-3p with sequence AGCAUCUGCUGAUCCUGAGCUGU. The protein sequence of the target gene is MVASSFAVLRASRLCQQDWKSWARLFVPPPLSTGGRTTWARTNATLSVEPEGRSCWDEPLSIAVRGLAPEQPVTLRSALRDEKGALFRAHARYRADAGGELNLARAPALGGSFSGLEPMGLLWAMEPERPLWRLIKRDVQTPFLVELEVLDGHEPDGGQRLAQAVHERHFLAPGVRRVPVREGRVRATLFLPPEPGPFPGIIDLFGVGGGLLEYRASLLAGKGFAVMALAYYNYDDLPKSIETMHMEYFEEAVNYLRSHPEVKGPGIGLLGISKGGELGLAMASFLKGITAAVVINGSVA.... Result: 0 (no interaction). (4) The miRNA is hsa-miR-517-5p with sequence CCUCUAGAUGGAAGCACUGUCU. The protein sequence of the target gene is MEDSYKDRTSLMKGAKDIAREVKKQTVKKVNQAVDRAQDEYTQRSYSRFQDEEDDDDYYPAGETYNGEANDDEGSSEATEGHDEDDEIYEGEYQGIPSMNQAKDSIVSVGQPKGDEYKDRRELESERRADEEELAQQYELIIQECGHGRFQWALFFVLGMALMADGVEVFVVGFVLPSAETDLCIPNSGSGWLGSIVYLGMMVGAFFWGGLADKVGRKQSLLICMSVNGFFAFLSSFVQGYGFFLFCRLLSGFGIGGAIPTVFSYFAEVLAREKRGEHLSWLCMFWMIGGIYASAMAWAI.... Result: 1 (interaction). (5) The miRNA is mmu-miR-324-3p with sequence CCACUGCCCCAGGUGCUGCU. The protein sequence of the target gene is MAKPLTDSERQKQISVRGIAGLGDVAEVRKSFNRHLHFTLVKDRNVATPRDYFFALAHTVRDHLVGRWIRTQQHYYERDPKRIYYLSLEFYMGRTLQNTMVNLGLQTACDEATYQLGLDLEELEEIEEDAGLGNGGLGRLAACFLDSMATLGLAAYGYGIRYEFGIFNQKIVNGWQVEEADDWLRYGNPWEKARPEYMLPVHFYGRVEHTPDGVLWLDTQVVLAMPYDTPVPGYKNNTVNTMRLWSAKAPNDFKLKDFNVGDYIEAVLDRNLAENISRVLYPNDNFFEGKELRLKQEYFV.... Result: 1 (interaction).